Dataset: Catalyst prediction with 721,799 reactions and 888 catalyst types from USPTO. Task: Predict which catalyst facilitates the given reaction. (1) Reactant: [CH2:1]([O:3][C:4]([C:6]1([CH2:19][C:20]2[CH:25]=[CH:24][CH:23]=[CH:22][CH:21]=2)[CH2:11][CH2:10][N:9]([C:12](OC(C)(C)C)=O)[CH2:8][CH2:7]1)=[O:5])[CH3:2].[Br:26][C:27]1[C:28](=[O:41])[N:29]([C:35]2[CH:40]=[CH:39][CH:38]=[CH:37][CH:36]=2)[N:30]([CH3:34])[C:31]=1CBr. Product: [CH2:1]([O:3][C:4]([C:6]1([CH2:19][C:20]2[CH:21]=[CH:22][CH:23]=[CH:24][CH:25]=2)[CH2:7][CH2:8][N:9]([CH2:12][C:31]2[N:30]([CH3:34])[N:29]([C:35]3[CH:40]=[CH:39][CH:38]=[CH:37][CH:36]=3)[C:28](=[O:41])[C:27]=2[Br:26])[CH2:10][CH2:11]1)=[O:5])[CH3:2]. The catalyst class is: 557. (2) Reactant: [CH:1]1[C:10]2[C:5](=[CH:6][CH:7]=[CH:8][CH:9]=2)[CH:4]=[CH:3][C:2]=1[CH2:11][CH2:12][OH:13].[OH-:14].[CH2:15]([N+](C)(C)C)[C:16]1[CH:21]=CC=C[CH:17]=1. Product: [CH3:9][CH2:10][CH2:1][CH:2]([CH3:11])[CH3:3].[CH:1]1[C:10]2[C:5](=[CH:6][CH:7]=[CH:8][CH:9]=2)[CH:4]=[CH:3][C:2]=1[CH2:11][CH2:12][O:13][CH2:2][CH2:11][C:12]([O:13][C:16]([CH3:15])([CH3:17])[CH3:21])=[O:14]. The catalyst class is: 5. (3) The catalyst class is: 1. Reactant: [CH3:1][C:2]([OH:6])([CH:4]=[CH2:5])[CH3:3].C12BC(CCC1)CCC2.[OH-].[Na+].Br[C:19]1[CH:20]=[CH:21][C:22]([N:25]2[CH:29]=[CH:28][C:27]([CH:30]([C:32]3[CH:41]=[CH:40][C:35]4[NH:36][C:37](=[O:39])[S:38][C:34]=4[CH:33]=3)[CH3:31])=[N:26]2)=[N:23][CH:24]=1. Product: [OH:6][C:2]([CH3:3])([CH3:1])[CH2:4][CH2:5][C:19]1[CH:20]=[CH:21][C:22]([N:25]2[CH:29]=[CH:28][C:27]([CH:30]([C:32]3[CH:41]=[CH:40][C:35]4[NH:36][C:37](=[O:39])[S:38][C:34]=4[CH:33]=3)[CH3:31])=[N:26]2)=[N:23][CH:24]=1. (4) Reactant: [F:1][C:2]1[C:7]([CH3:8])=[CH:6][C:5]([O:9]C(=O)C)=[CH:4][C:3]=1[CH3:13].[OH-].[K+]. Product: [F:1][C:2]1[C:7]([CH3:8])=[CH:6][C:5]([OH:9])=[CH:4][C:3]=1[CH3:13]. The catalyst class is: 12. (5) Reactant: [Cl:1][C:2]1[CH:7]=[CH:6][C:5]([CH2:8][C:9]#[N:10])=[C:4]([I:11])[CH:3]=1.[CH3:12]C(C)([O-])C.[Na+].CI. Product: [Cl:1][C:2]1[CH:7]=[CH:6][C:5]([CH:8]([CH3:12])[C:9]#[N:10])=[C:4]([I:11])[CH:3]=1. The catalyst class is: 1.